From a dataset of Forward reaction prediction with 1.9M reactions from USPTO patents (1976-2016). Predict the product of the given reaction. Given the reactants Cl.[NH2:2][OH:3].C([O-])(=O)C.[Na+].[NH:9]1[C:17]2[C:12](=[N:13][CH:14]=[CH:15][CH:16]=2)[C:11]([N:18]2[CH2:23][CH2:22][C:21](=O)[CH2:20][CH2:19]2)=[CH:10]1, predict the reaction product. The product is: [NH:9]1[C:17]2[C:12](=[N:13][CH:14]=[CH:15][CH:16]=2)[C:11]([N:18]2[CH2:23][CH2:22][C:21](=[N:2][OH:3])[CH2:20][CH2:19]2)=[CH:10]1.